This data is from NCI-60 drug combinations with 297,098 pairs across 59 cell lines. The task is: Regression. Given two drug SMILES strings and cell line genomic features, predict the synergy score measuring deviation from expected non-interaction effect. (1) Drug 1: C1=C(C(=O)NC(=O)N1)N(CCCl)CCCl. Drug 2: CC1=C2C(C(=O)C3(C(CC4C(C3C(C(C2(C)C)(CC1OC(=O)C(C(C5=CC=CC=C5)NC(=O)OC(C)(C)C)O)O)OC(=O)C6=CC=CC=C6)(CO4)OC(=O)C)O)C)O. Cell line: A549. Synergy scores: CSS=35.5, Synergy_ZIP=-5.36, Synergy_Bliss=-3.57, Synergy_Loewe=-6.08, Synergy_HSA=-0.600. (2) Drug 1: C1CCC(CC1)NC(=O)N(CCCl)N=O. Drug 2: CCN(CC)CCNC(=O)C1=C(NC(=C1C)C=C2C3=C(C=CC(=C3)F)NC2=O)C. Cell line: SR. Synergy scores: CSS=73.6, Synergy_ZIP=13.6, Synergy_Bliss=13.4, Synergy_Loewe=9.66, Synergy_HSA=11.7. (3) Drug 1: CN(C)C1=NC(=NC(=N1)N(C)C)N(C)C. Drug 2: CC=C1C(=O)NC(C(=O)OC2CC(=O)NC(C(=O)NC(CSSCCC=C2)C(=O)N1)C(C)C)C(C)C. Cell line: SK-OV-3. Synergy scores: CSS=39.3, Synergy_ZIP=1.11, Synergy_Bliss=1.39, Synergy_Loewe=-45.9, Synergy_HSA=0.671.